This data is from Catalyst prediction with 721,799 reactions and 888 catalyst types from USPTO. The task is: Predict which catalyst facilitates the given reaction. (1) Reactant: [Br:1][C:2]1[CH:3]=[N:4][C:5]([C:8](=[O:10])[CH3:9])=[N:6][CH:7]=1.[CH3:11][Mg]Br. Product: [Br:1][C:2]1[CH:3]=[N:4][C:5]([C:8]([OH:10])([CH3:11])[CH3:9])=[N:6][CH:7]=1. The catalyst class is: 1. (2) Reactant: [C:1]([O:5][C:6]([N:8]1[CH2:13][CH2:12][CH:11]([N:14]2[C:18]3=[N:19][CH:20]=[N:21][C:22](Cl)=[C:17]3[CH:16]=[N:15]2)[CH2:10][CH2:9]1)=[O:7])([CH3:4])([CH3:3])[CH3:2].[OH:24][C:25]1[CH:26]=[CH:27][C:28]([O:31][CH3:32])=[N:29][CH:30]=1.C(=O)([O-])[O-].[K+].[K+].C(OCC)(=O)C. Product: [C:1]([O:5][C:6]([N:8]1[CH2:13][CH2:12][CH:11]([N:14]2[C:18]3=[N:19][CH:20]=[N:21][C:22]([O:24][C:25]4[CH:30]=[N:29][C:28]([O:31][CH3:32])=[CH:27][CH:26]=4)=[C:17]3[CH:16]=[N:15]2)[CH2:10][CH2:9]1)=[O:7])([CH3:4])([CH3:3])[CH3:2]. The catalyst class is: 35.